The task is: Predict which catalyst facilitates the given reaction.. This data is from Catalyst prediction with 721,799 reactions and 888 catalyst types from USPTO. (1) Reactant: [F:1][C:2]([F:33])([F:32])[C:3]1[CH:4]=[C:5]([C@H:13]([O:15][C@@H:16]2[C@@H:23]([C:24]3[CH:29]=[CH:28][C:27]([F:30])=[CH:26][CH:25]=3)[C@H:22]3[N:18]([C:19](=[O:31])[CH2:20][CH2:21]3)[CH2:17]2)[CH3:14])[CH:6]=[C:7]([C:9]([F:12])([F:11])[F:10])[CH:8]=1.[Li+].C[Si]([N-][Si](C)(C)C)(C)C.CN([CH:47]=[O:48])C. Product: [F:33][C:2]([F:1])([F:32])[C:3]1[CH:4]=[C:5]([C@H:13]([O:15][C@@H:16]2[C@@H:23]([C:24]3[CH:25]=[CH:26][C:27]([F:30])=[CH:28][CH:29]=3)[C@H:22]3[N:18]([C:19](=[O:31])[CH:20]([CH:47]=[O:48])[CH2:21]3)[CH2:17]2)[CH3:14])[CH:6]=[C:7]([C:9]([F:11])([F:12])[F:10])[CH:8]=1. The catalyst class is: 1. (2) Reactant: [CH3:1][O:2][C:3](=[O:24])[C:4]1[CH:9]=[C:8]([O:10][C:11]2[CH:12]=[C:13]3[C:18](=[CH:19][CH:20]=2)[N:17]=[CH:16][CH:15]=[CH:14]3)[CH:7]=[CH:6][C:5]=1[N+:21]([O-])=O.Cl.C(O)(C)C. Product: [CH3:1][O:2][C:3](=[O:24])[C:4]1[CH:9]=[C:8]([O:10][C:11]2[CH:12]=[C:13]3[C:18](=[CH:19][CH:20]=2)[NH:17][CH2:16][CH2:15][CH2:14]3)[CH:7]=[CH:6][C:5]=1[NH2:21]. The catalyst class is: 19.